This data is from Full USPTO retrosynthesis dataset with 1.9M reactions from patents (1976-2016). The task is: Predict the reactants needed to synthesize the given product. (1) Given the product [Br:1][C:2]1[C:7]([CH:8]=[O:21])=[N:6][CH:5]=[C:4]([N:9]2[C:10](=[O:19])[C:11]3[C:16](=[CH:15][CH:14]=[CH:13][CH:12]=3)[C:17]2=[O:18])[CH:3]=1, predict the reactants needed to synthesize it. The reactants are: [Br:1][C:2]1[CH:3]=[C:4]([N:9]2[C:17](=[O:18])[C:16]3[C:11](=[CH:12][CH:13]=[CH:14][CH:15]=3)[C:10]2=[O:19])[CH:5]=[N:6][C:7]=1[CH3:8].[Se](=O)=[O:21]. (2) Given the product [OH:26][C:23]([CH3:25])([CH3:24])[CH2:22][C@@:13]1([C:16]2[CH:21]=[CH:20][CH:19]=[CH:18][CH:17]=2)[O:12][C:11](=[O:27])[N:10]([C@H:8]([C:5]2[CH:6]=[CH:7][C:2]([C:29]3[CH:34]=[CH:33][N:32]=[CH:31][N:30]=3)=[CH:3][CH:4]=2)[CH3:9])[CH2:15][CH2:14]1, predict the reactants needed to synthesize it. The reactants are: Br[C:2]1[CH:7]=[CH:6][C:5]([C@@H:8]([N:10]2[CH2:15][CH2:14][C@:13]([CH2:22][C:23]([OH:26])([CH3:25])[CH3:24])([C:16]3[CH:21]=[CH:20][CH:19]=[CH:18][CH:17]=3)[O:12][C:11]2=[O:27])[CH3:9])=[CH:4][CH:3]=1.Cl[C:29]1[CH:34]=[CH:33][N:32]=[CH:31][N:30]=1.